Dataset: Forward reaction prediction with 1.9M reactions from USPTO patents (1976-2016). Task: Predict the product of the given reaction. Given the reactants Br[C:2]1[CH:10]=[C:9]([C:11]([F:14])([F:13])[F:12])[CH:8]=[C:7]2[C:3]=1[CH:4]=[N:5][NH:6]2.[CH3:15][O:16][C:17]1[N:18]=[N:19][C:20]([O:26][CH3:27])=[CH:21][C:22]=1B(O)O.[C:28]([O-:31])(O)=[O:29].[Na+], predict the reaction product. The product is: [C:28]([OH:31])([C:11]([F:14])([F:13])[F:12])=[O:29].[CH3:15][O:16][C:17]1[N:18]=[N:19][C:20]([O:26][CH3:27])=[CH:21][C:22]=1[C:2]1[CH:10]=[C:9]([C:11]([F:14])([F:13])[F:12])[CH:8]=[C:7]2[C:3]=1[CH:4]=[N:5][NH:6]2.